Dataset: Full USPTO retrosynthesis dataset with 1.9M reactions from patents (1976-2016). Task: Predict the reactants needed to synthesize the given product. (1) Given the product [Cl:22][C:23]1[C:24]([C:29]([F:31])([F:30])[F:32])=[N:25][N:26]([CH:2]2[CH2:7][CH2:6][CH2:5][N:4]([C:8]3[CH:9]=[N:10][N:11]([C:14]4[CH:19]=[CH:18][C:17]([F:20])=[CH:16][CH:15]=4)[C:12]=3[CH3:13])[C:3]2=[O:21])[C:27]=1[CH3:28], predict the reactants needed to synthesize it. The reactants are: Br[CH:2]1[CH2:7][CH2:6][CH2:5][N:4]([C:8]2[CH:9]=[N:10][N:11]([C:14]3[CH:19]=[CH:18][C:17]([F:20])=[CH:16][CH:15]=3)[C:12]=2[CH3:13])[C:3]1=[O:21].[Cl:22][C:23]1[C:24]([C:29]([F:32])([F:31])[F:30])=[N:25][NH:26][C:27]=1[CH3:28].C(=O)([O-])[O-].[K+].[K+]. (2) The reactants are: [Li+].CC([N-]C(C)C)C.CCCCCCC.C1COCC1.C(C1C=CC=CC=1)C.[CH3:29][O:30][C:31]1[CH:40]=[C:39]2[C:34]([C:35](=[O:41])[CH2:36][S:37][CH2:38]2)=[CH:33][CH:32]=1.CN(P(N(C)C)(N(C)C)=O)C.C([C:55]([O:57][CH3:58])=[O:56])#N.[NH4+].[Cl-]. Given the product [CH3:58][O:57][C:55]([CH:36]1[C:35](=[O:41])[C:34]2[C:39](=[CH:40][C:31]([O:30][CH3:29])=[CH:32][CH:33]=2)[CH2:38][S:37]1)=[O:56], predict the reactants needed to synthesize it. (3) Given the product [NH2:12][CH2:16][CH2:17][NH:18][C:19]1[N:24]=[C:23]([C:25]2[S:29][C:28]([C:30]([CH3:33])([CH3:31])[CH3:32])=[N:27][C:26]=2[C:34]2[C:35]([F:52])=[C:36]([NH:40][S:41]([C:44]3[CH:49]=[C:48]([F:50])[CH:47]=[CH:46][C:45]=3[F:51])(=[O:42])=[O:43])[CH:37]=[CH:38][CH:39]=2)[CH:22]=[CH:21][N:20]=1, predict the reactants needed to synthesize it. The reactants are: Cl.O1CCOCC1.CC([N:12]([CH2:16][CH2:17][NH:18][C:19]1[N:24]=[C:23]([C:25]2[S:29][C:28]([C:30]([CH3:33])([CH3:32])[CH3:31])=[N:27][C:26]=2[C:34]2[CH:39]=[CH:38][CH:37]=[C:36]([NH:40][S:41]([C:44]3[CH:49]=[C:48]([F:50])[CH:47]=[CH:46][C:45]=3[F:51])(=[O:43])=[O:42])[C:35]=2[F:52])[CH:22]=[CH:21][N:20]=1)C(=O)[O-])(C)C.CO. (4) Given the product [F:46][CH:2]1[CH2:7][N:6]([C:8]([C:10]2[S:14][C:13]([CH3:15])=[N:12][C:11]=2[C:16]2[CH:21]=[CH:20][CH:19]=[CH:18][CH:17]=2)=[O:9])[CH:5]([CH2:22][NH:23][C:24]([C:26]2[CH:27]=[CH:28][CH:29]=[C:30]3[C:35]=2[N:34]=[CH:33][CH:32]=[CH:31]3)=[O:25])[CH2:4][CH2:3]1, predict the reactants needed to synthesize it. The reactants are: O[CH:2]1[CH2:7][N:6]([C:8]([C:10]2[S:14][C:13]([CH3:15])=[N:12][C:11]=2[C:16]2[CH:21]=[CH:20][CH:19]=[CH:18][CH:17]=2)=[O:9])[CH:5]([CH2:22][NH:23][C:24]([C:26]2[CH:27]=[CH:28][CH:29]=[C:30]3[C:35]=2[N:34]=[CH:33][CH:32]=[CH:31]3)=[O:25])[CH2:4][CH2:3]1.COCCN(S(F)(F)[F:46])CCOC. (5) Given the product [NH:4]1[CH2:5][CH2:6][CH2:7][CH:2]([NH:15][C:16]2[CH:21]=[CH:20][N:19]=[CH:18][CH:17]=2)[CH2:3]1, predict the reactants needed to synthesize it. The reactants are: O=[C:2]1[CH2:7][CH2:6][CH2:5][N:4](C(OC(C)(C)C)=O)[CH2:3]1.[NH2:15][C:16]1[CH:21]=[CH:20][N:19]=[CH:18][CH:17]=1. (6) Given the product [Cl:34][C:27]1[CH:26]=[CH:25][C:24]([S:21]([C:15]2[CH:20]=[CH:19][CH:18]=[CH:17][CH:16]=2)(=[O:22])=[O:23])=[CH:29][C:28]=1[S:30]([NH:2][C:3]([CH3:9])([C:4]([O:6][CH3:7])=[O:5])[CH3:8])(=[O:32])=[O:31], predict the reactants needed to synthesize it. The reactants are: Cl.[NH2:2][C:3]([CH3:9])([CH3:8])[C:4]([O:6][CH3:7])=[O:5].C(=O)(O)[O-].[Na+].[C:15]1([S:21]([C:24]2[CH:25]=[CH:26][C:27]([Cl:34])=[C:28]([S:30](Cl)(=[O:32])=[O:31])[CH:29]=2)(=[O:23])=[O:22])[CH:20]=[CH:19][CH:18]=[CH:17][CH:16]=1. (7) Given the product [CH2:13]([N:12]1[C:8]([CH2:7][C:6]2[CH:21]=[CH:22][C:3]([CH2:2][N:23]3[CH:28]=[CH:27][CH:26]=[CH:25][C:24]3=[O:29])=[CH:4][CH:5]=2)=[C:9]([CH3:20])[CH:10]=[C:11]1[C:15]([O:17][CH2:18][CH3:19])=[O:16])[CH3:14], predict the reactants needed to synthesize it. The reactants are: Cl[CH2:2][C:3]1[CH:22]=[CH:21][C:6]([CH2:7][C:8]2[N:12]([CH2:13][CH3:14])[C:11]([C:15]([O:17][CH2:18][CH3:19])=[O:16])=[CH:10][C:9]=2[CH3:20])=[CH:5][CH:4]=1.[NH:23]1[CH:28]=[CH:27][CH:26]=[CH:25][C:24]1=[O:29].C(=O)([O-])[O-].[K+].[K+]. (8) The reactants are: Cl[C:2]1[C:11]2[C:6](=[CH:7][CH:8]=[C:9]3[S:14](=[O:16])(=[O:15])[CH2:13][CH2:12][C:10]3=2)[N:5]=[CH:4][C:3]=1[C:17]([O:19][CH2:20][CH3:21])=[O:18].[NH2:22][C:23]1[CH:28]=[CH:27][CH:26]=[CH:25][CH:24]=1. Given the product [O:15]=[S:14]1(=[O:16])[C:9]2[C:10](=[C:11]3[C:6](=[CH:7][CH:8]=2)[N:5]=[CH:4][C:3]([C:17]([O:19][CH2:20][CH3:21])=[O:18])=[C:2]3[NH:22][C:23]2[CH:28]=[CH:27][CH:26]=[CH:25][CH:24]=2)[CH2:12][CH2:13]1, predict the reactants needed to synthesize it. (9) Given the product [CH2:31]([O:30][C:28](=[O:29])[N:12]([S:13]([CH3:16])(=[O:15])=[O:14])[N:11]1[C:10](=[O:17])[C:9]2[C:4](=[CH:5][C:6]([C:23]([F:25])([F:26])[F:24])=[C:7]([C@H:18]3[CH2:22][CH2:21][CH2:20][O:19]3)[CH:8]=2)[NH:3][C:2]1=[O:1])[CH2:32][CH2:33][CH3:34], predict the reactants needed to synthesize it. The reactants are: [O:1]=[C:2]1[N:11]([NH:12][S:13]([CH3:16])(=[O:15])=[O:14])[C:10](=[O:17])[C:9]2[C:4](=[CH:5][C:6]([C:23]([F:26])([F:25])[F:24])=[C:7]([C@H:18]3[CH2:22][CH2:21][CH2:20][O:19]3)[CH:8]=2)[NH:3]1.Cl[C:28]([O:30][CH2:31][CH2:32][CH2:33][CH3:34])=[O:29]. (10) Given the product [ClH:31].[NH:21]1[CH2:22][CH2:23][CH:18]([CH2:17][O:16][C:13]2[CH:12]=[CH:11][C:10]([C:7]3[CH:6]=[CH:5][C:4]([C:1](=[O:3])[CH3:2])=[CH:9][CH:8]=3)=[N:15][CH:14]=2)[CH2:19][CH2:20]1, predict the reactants needed to synthesize it. The reactants are: [C:1]([C:4]1[CH:9]=[CH:8][C:7]([C:10]2[N:15]=[CH:14][C:13]([O:16][CH2:17][CH:18]3[CH2:23][CH2:22][N:21](C(OC(C)(C)C)=O)[CH2:20][CH2:19]3)=[CH:12][CH:11]=2)=[CH:6][CH:5]=1)(=[O:3])[CH3:2].[ClH:31].